Predict the product of the given reaction. From a dataset of Forward reaction prediction with 1.9M reactions from USPTO patents (1976-2016). (1) Given the reactants [C:1]([NH:4][C:5]1[CH:6]=[C:7]2[C:12](=[CH:13][CH:14]=1)[O:11][CH:10]([C:15](OCC)=[O:16])[CH2:9][CH2:8]2)(=[O:3])[CH3:2].[H-].[Al+3].[Li+].[H-].[H-].[H-], predict the reaction product. The product is: [C:1]([NH:4][C:5]1[CH:6]=[C:7]2[C:12](=[CH:13][CH:14]=1)[O:11][CH:10]([CH2:15][OH:16])[CH2:9][CH2:8]2)(=[O:3])[CH3:2]. (2) Given the reactants [O:1]1[C:8]2[CH:7]=[C:6]([C:9]([OH:11])=[O:10])[NH:5][C:4]=2[CH:3]=[CH:2]1.[CH2:12](O)[CH2:13][CH2:14][CH2:15][CH3:16], predict the reaction product. The product is: [O:1]1[C:8]2[CH:7]=[C:6]([C:9]([O:11][CH2:12][CH2:13][CH2:14][CH2:15][CH3:16])=[O:10])[NH:5][C:4]=2[CH:3]=[CH:2]1. (3) The product is: [F:27][C:28]1[CH:29]=[C:30]([C:34]2[N:37]=[C:24]([CH:10]3[CH2:11][CH:12]([C:14]4[CH:15]=[CH:16][C:17]([C:20]([F:23])([F:21])[F:22])=[CH:18][CH:19]=4)[CH2:13][N:8]([C:6]([N:4]4[CH2:5][CH:2]([OH:1])[CH2:3]4)=[O:7])[CH2:9]3)[O:26][N:35]=2)[CH:31]=[CH:32][CH:33]=1. Given the reactants [OH:1][CH:2]1[CH2:5][N:4]([C:6]([N:8]2[CH2:13][CH:12]([C:14]3[CH:19]=[CH:18][C:17]([C:20]([F:23])([F:22])[F:21])=[CH:16][CH:15]=3)[CH2:11][CH:10]([C:24]([OH:26])=O)[CH2:9]2)=[O:7])[CH2:3]1.[F:27][C:28]1[CH:29]=[C:30]([C:34](=[NH:37])[NH:35]O)[CH:31]=[CH:32][CH:33]=1, predict the reaction product. (4) The product is: [F:1][C:2]([F:11])([F:12])[C:3]1[CH:10]=[CH:9][CH:8]=[CH:7][C:4]=1[C:5]1[NH:15][N:14]=[N:13][N:6]=1. Given the reactants [F:1][C:2]([F:12])([F:11])[C:3]1[CH:10]=[CH:9][CH:8]=[CH:7][C:4]=1[C:5]#[N:6].[N-:13]=[N+:14]=[N-:15].[Na+].Cl.C(N(CC)CC)C, predict the reaction product.